This data is from Full USPTO retrosynthesis dataset with 1.9M reactions from patents (1976-2016). The task is: Predict the reactants needed to synthesize the given product. (1) Given the product [Cl:1][C:2]1[CH:3]=[CH:4][C:5]([C:8]2[C:9]([O:24][CH2:25][CH2:26][CH2:27][CH2:28][C:29]([OH:32])=[O:30])=[N:10][CH:11]=[C:12]([C:13](=[O:14])[NH:15][C@@H:16]3[CH2:21][CH2:20][CH2:19][CH2:18][C@H:17]3[OH:22])[CH:23]=2)=[CH:6][CH:7]=1, predict the reactants needed to synthesize it. The reactants are: [Cl:1][C:2]1[CH:7]=[CH:6][C:5]([C:8]2[C:9]([O:24][CH2:25][CH2:26][CH2:27][CH2:28][CH2:29][OH:30])=[N:10][CH:11]=[C:12]([CH:23]=2)[C:13]([NH:15][C@@H:16]2[CH2:21][CH2:20][CH2:19][CH2:18][C@H:17]2[OH:22])=[O:14])=[CH:4][CH:3]=1.C(=O)(O)[O-:32].[Na+].C(=O)([O-])[O-].[K+].[K+].ClN1C(=O)CCC1=O.C(O)(=O)CC(CC(O)=O)(C(O)=O)O. (2) The reactants are: CCN(C(C)C)C(C)C.[CH3:10][O:11][C:12]1[CH:13]=[CH:14][CH:15]=[C:16]2[C:21]=1[O:20][C:19](=[O:22])[C:18]([C:23]([OH:25])=O)=[CH:17]2.CN(C(ON1N=NC2C=CC=NC1=2)=[N+](C)C)C.F[P-](F)(F)(F)(F)F.[CH3:50][N:51]([CH3:65])[C:52]1[N:57]=[CH:56][C:55]([C:58]2[CH:59]=[C:60]([NH2:64])[CH:61]=[CH:62][CH:63]=2)=[CH:54][CH:53]=1. Given the product [CH3:50][N:51]([CH3:65])[C:52]1[N:57]=[CH:56][C:55]([C:58]2[CH:59]=[C:60]([NH:64][C:23]([C:18]3[C:19](=[O:22])[O:20][C:21]4[C:16]([CH:17]=3)=[CH:15][CH:14]=[CH:13][C:12]=4[O:11][CH3:10])=[O:25])[CH:61]=[CH:62][CH:63]=2)=[CH:54][CH:53]=1, predict the reactants needed to synthesize it.